Dataset: Forward reaction prediction with 1.9M reactions from USPTO patents (1976-2016). Task: Predict the product of the given reaction. (1) Given the reactants [CH2:1]1[O:13][C:12]2[CH:11]=[C:10]3[C:5]([C:6]([N:14]([CH2:28][CH2:29][N:30]4[CH2:34][CH2:33][CH2:32][CH2:31]4)[C:15](=[O:27])[C:16]4[CH:21]=[C:20]([O:22][CH3:23])[C:19]([O:24][CH3:25])=[CH:18][C:17]=4I)=[CH:7][N:8]=[N:9]3)=[CH:4][C:3]=2[O:2]1.[K+].[Br-], predict the reaction product. The product is: [CH3:23][O:22][C:20]1[C:19]([O:24][CH3:25])=[CH:18][C:17]2[C:7]3[C:6](=[C:5]4[C:10](=[N:9][N:8]=3)[CH:11]=[C:12]3[O:13][CH2:1][O:2][C:3]3=[CH:4]4)[N:14]([CH2:28][CH2:29][N:30]3[CH2:34][CH2:33][CH2:32][CH2:31]3)[C:15](=[O:27])[C:16]=2[CH:21]=1. (2) Given the reactants [Cl:1][C:2]1[CH:7]=[CH:6][C:5]([C:8]([C:10]2[C:11]([CH2:26][C:27]([CH3:34])([CH3:33])[C:28]([O:30][CH2:31][CH3:32])=[O:29])=[C:12]([C:20](=[O:25])[C:21]([CH3:24])([CH3:23])[CH3:22])[N:13]3[C:18]=2[CH:17]=[CH:16][C:15]([OH:19])=[CH:14]3)=[O:9])=[CH:4][CH:3]=1.Cl.Cl[CH2:37][C:38]1[S:39][C:40]2[CH:46]=[CH:45][CH:44]=[CH:43][C:41]=2[N:42]=1.C(=O)([O-])[O-].[K+].[K+], predict the reaction product. The product is: [S:39]1[C:40]2[CH:46]=[CH:45][CH:44]=[CH:43][C:41]=2[N:42]=[C:38]1[CH2:37][O:19][C:15]1[CH:16]=[CH:17][C:18]2[N:13]([C:12]([C:20](=[O:25])[C:21]([CH3:23])([CH3:24])[CH3:22])=[C:11]([CH2:26][C:27]([CH3:33])([CH3:34])[C:28]([O:30][CH2:31][CH3:32])=[O:29])[C:10]=2[C:8]([C:5]2[CH:4]=[CH:3][C:2]([Cl:1])=[CH:7][CH:6]=2)=[O:9])[CH:14]=1. (3) Given the reactants [Br:1][C:2]1[CH:14]=[CH:13][C:12]2[C:11]3[C:6](=[CH:7][C:8]([Br:15])=[CH:9][CH:10]=3)[CH2:5][C:4]=2[CH:3]=1.[F:16][C:17]([F:47])([F:46])[C:18]([F:45])([F:44])[C:19]([F:43])([F:42])[C:20]([F:41])([F:40])[C:21]([F:39])([F:38])[C:22]([F:37])([F:36])[C:23]([F:35])([F:34])[C:24]([F:33])([F:32])[CH2:25][CH2:26][CH2:27][CH:28](I)[CH2:29][CH3:30].[OH-].[Na+], predict the reaction product. The product is: [Br:1][C:2]1[CH:14]=[CH:13][C:12]2[C:11]3[C:6](=[CH:7][C:8]([Br:15])=[CH:9][CH:10]=3)[C:5]([CH2:30][CH2:29][CH2:28][CH2:27][CH2:26][CH2:25][C:24]([F:32])([F:33])[C:23]([F:34])([F:35])[C:22]([F:36])([F:37])[C:21]([F:38])([F:39])[C:20]([F:40])([F:41])[C:19]([F:42])([F:43])[C:18]([F:44])([F:45])[C:17]([F:47])([F:46])[F:16])([CH2:30][CH2:29][CH2:28][CH2:27][CH2:26][CH2:25][C:24]([F:33])([F:32])[C:23]([F:35])([F:34])[C:22]([F:37])([F:36])[C:21]([F:39])([F:38])[C:20]([F:41])([F:40])[C:19]([F:43])([F:42])[C:18]([F:45])([F:44])[C:17]([F:47])([F:46])[F:16])[C:4]=2[CH:3]=1. (4) Given the reactants CO.[C:3]([O:8][CH3:9])(=[O:7])[C:4]([CH3:6])=O.[C:10]1([C@H:16]([NH2:18])[CH3:17])[CH:15]=[CH:14][CH:13]=[CH:12][CH:11]=1.C(=O)(O)[O-].[Na+], predict the reaction product. The product is: [C:10]1([C@H:16]([NH:18][CH:4]([CH3:6])[C:3]([O:8][CH3:9])=[O:7])[CH3:17])[CH:15]=[CH:14][CH:13]=[CH:12][CH:11]=1. (5) Given the reactants C(OC(=O)[NH:10][CH:11]([C:14]1([C:31]2[CH:36]=[CH:35][C:34]([O:37][CH3:38])=[CH:33][CH:32]=2)[CH2:19][CH2:18][CH:17]([NH:20][C:21]2[CH:22]=[C:23]3[C:28](=[CH:29][CH:30]=2)[CH:27]=[N:26][CH:25]=[CH:24]3)[CH2:16][CH2:15]1)[CH2:12][CH3:13])C1C=CC=CC=1, predict the reaction product. The product is: [NH2:10][CH:11]([C:14]1([C:31]2[CH:32]=[CH:33][C:34]([O:37][CH3:38])=[CH:35][CH:36]=2)[CH2:19][CH2:18][CH:17]([NH:20][C:21]2[CH:22]=[C:23]3[C:28](=[CH:29][CH:30]=2)[CH:27]=[N:26][CH:25]=[CH:24]3)[CH2:16][CH2:15]1)[CH2:12][CH3:13]. (6) Given the reactants [CH2:1]=O.[S:3]1[CH:7]=[CH:6][CH:5]=[C:4]1[CH2:8][CH2:9][NH2:10].Cl.[OH-].[Na+], predict the reaction product. The product is: [S:3]1[C:4]2[CH2:8][CH2:9][NH:10][CH2:1][C:5]=2[CH:6]=[CH:7]1.